From a dataset of Full USPTO retrosynthesis dataset with 1.9M reactions from patents (1976-2016). Predict the reactants needed to synthesize the given product. (1) Given the product [C:5]([C@@:5]1([C:3]([OH:2])=[O:4])[CH2:6][C@H:7]([OH:18])[C@H:8]([NH:10][C:11]([O:12][C:13]([CH3:16])([CH3:15])[CH3:14])=[O:17])[CH2:9]1)([CH3:9])([CH3:6])[CH3:3], predict the reactants needed to synthesize it. The reactants are: C[O:2][C:3]([C@H:5]1[CH2:9][C@@H:8]([NH:10][C:11](=[O:17])[O:12][C:13]([CH3:16])([CH3:15])[CH3:14])[C@@H:7]([OH:18])[CH2:6]1)=[O:4].[OH-].[Na+]. (2) Given the product [CH2:1]([O:3][C:4](=[O:14])[CH2:5][O:6][C:7]1[C:8]2[CH2:13][CH2:24][CH2:15][CH2:16][C:9]=2[CH:10]=[CH:11][CH:12]=1)[CH3:2], predict the reactants needed to synthesize it. The reactants are: [CH2:1]([O:3][C:4](=[O:14])[CH2:5][O:6][C:7]1[CH:12]=[CH:11][CH:10]=[CH:9][C:8]=1[CH3:13])[CH3:2].[C:15]1(O)[C:24]2CCCCC=2C=C[CH:16]=1. (3) Given the product [CH2:1]([N:8]1[C:13](=[O:14])[C:12]2[S:15][CH:16]=[CH:17][C:11]=2[N:10]=[C:9]1[CH:18]([NH:26][CH2:25][CH2:24][N:23]([CH3:27])[CH3:22])[CH2:19][CH3:20])[C:2]1[CH:7]=[CH:6][CH:5]=[CH:4][CH:3]=1, predict the reactants needed to synthesize it. The reactants are: [CH2:1]([N:8]1[C:13](=[O:14])[C:12]2[S:15][CH:16]=[CH:17][C:11]=2[N:10]=[C:9]1[CH:18](Br)[CH2:19][CH3:20])[C:2]1[CH:7]=[CH:6][CH:5]=[CH:4][CH:3]=1.[CH3:22][N:23]([CH3:27])[CH2:24][CH2:25][NH2:26]. (4) The reactants are: [OH:1][C:2]1[CH:7]=[CH:6][C:5]([CH:8]([CH:12]2C(=O)OC(C)(C)[O:14][C:13]2=[O:21])[C:9]#[C:10][CH3:11])=[CH:4][CH:3]=1.C(C(CC)=O)C.[Na+].[Cl-]. Given the product [OH:1][C:2]1[CH:3]=[CH:4][C:5]([CH:8]([C:9]#[C:10][CH3:11])[CH2:12][C:13]([OH:21])=[O:14])=[CH:6][CH:7]=1, predict the reactants needed to synthesize it. (5) Given the product [C:1]([O:4][C@@H:5]([CH2:12]/[CH:13]=[CH:14]\[CH2:15][CH2:16][CH2:17][CH2:18][CH2:19][CH2:20][CH2:21][CH:22]([O:35][C:46]([O:45][CH2:43][CH2:57][CH2:56][N:55]([CH3:60])[CH3:54])=[O:52])[CH2:23][CH2:24][CH2:25][CH2:26][CH2:27][CH2:28][CH2:29][CH2:30][CH2:31][CH2:32][CH2:33][CH3:34])[CH2:6][CH2:7][CH2:8][CH2:9][CH2:10][CH3:11])(=[O:3])[CH3:2], predict the reactants needed to synthesize it. The reactants are: [C:1]([O:4][C@@H:5]([CH2:12]/[CH:13]=[CH:14]\[CH2:15][CH2:16][CH2:17][CH2:18][CH2:19][CH2:20][CH2:21][CH:22]([OH:35])[CH2:23][CH2:24][CH2:25][CH2:26][CH2:27][CH2:28][CH2:29][CH2:30][CH2:31][CH2:32][CH2:33][CH3:34])[CH2:6][CH2:7][CH2:8][CH2:9][CH2:10][CH3:11])(=[O:3])[CH3:2].N1C=CC=CC=1.Cl[C:43](Cl)([O:45][C:46](=[O:52])OC(Cl)(Cl)Cl)Cl.[CH3:54][N:55]([CH3:60])[CH2:56][CH2:57]CO.